This data is from Reaction yield outcomes from USPTO patents with 853,638 reactions. The task is: Predict the reaction yield, written as a fraction of the theoretical maximum amount of product (1.0 means a 100% yield; for example, 0.34 means a 34% yield). (1) The reactants are CC(C)(C)C([O:5][CH2:6][C@@H:7]1[C@@H:12]([O:13]C(=O)C(C)(C)C)[C@H:11]([O:20]C(=O)C(C)(C)C)[C@H:10]([O:27]C(=O)C(C)(C)C)[C@@H:9]([C:34]2[CH:39]=[CH:38][C:37]([C:40]3[CH:45]=[CH:44][C:43]([C@@H:46]4[C@@H:51]([O:52]C(=O)C(C)(C)C)[C@@H:50]([O:59]C(=O)C(C)(C)C)[C@H:49]([O:66]C(=O)C(C)(C)C)[C@@H:48]([CH2:73][O:74]C(=O)C(C)(C)C)[O:47]4)=[CH:42][CH:41]=3)=[CH:36][CH:35]=2)[O:8]1)=O.CO[Na].C(O)(=O)C. The catalyst is CO. The product is [C:37]1([C:40]2[CH:45]=[CH:44][C:43]([C@H:46]3[O:47][C@H:48]([CH2:73][OH:74])[C@@H:49]([OH:66])[C@H:50]([OH:59])[C@@H:51]3[OH:52])=[CH:42][CH:41]=2)[CH:36]=[CH:35][C:34]([C@H:9]2[O:8][C@H:7]([CH2:6][OH:5])[C@@H:12]([OH:13])[C@H:11]([OH:20])[C@@H:10]2[OH:27])=[CH:39][CH:38]=1. The yield is 0.430. (2) The reactants are [NH2:1][C:2]1[N:7]=[C:6]([N:8]([CH2:16][C:17]2[CH:22]=[CH:21][C:20]([O:23][CH3:24])=[CH:19][C:18]=2[O:25][CH3:26])[C:9](=[O:15])[O:10][C:11]([CH3:14])([CH3:13])[CH3:12])[C:5]2[N:27]=[CH:28][N:29]([CH3:30])[C:4]=2[CH:3]=1.[I:31]N1C(=O)CCC1=O. The catalyst is CC#N. The product is [NH2:1][C:2]1[N:7]=[C:6]([N:8]([CH2:16][C:17]2[CH:22]=[CH:21][C:20]([O:23][CH3:24])=[CH:19][C:18]=2[O:25][CH3:26])[C:9](=[O:15])[O:10][C:11]([CH3:12])([CH3:13])[CH3:14])[C:5]2[N:27]=[CH:28][N:29]([CH3:30])[C:4]=2[C:3]=1[I:31]. The yield is 0.820. (3) The catalyst is CC(C)=O.O.O.O=[Os](=O)(=O)=O.CCOC(C)=O. The reactants are [CH2:1]1[C:10]2[C:5](=[CH:6]C=C[CH:9]=2)[CH2:4][CH:3]=[CH:2]1.C[N+]1([O-])[CH2:17][CH2:16][O:15]CC1.CC([OH:23])(C)C.[O-]S([O-])=O.[Na+].[Na+]. The yield is 0.830. The product is [CH2:6]1[C:5]2[C:10](=[CH:1][CH:2]=[CH:3][CH:4]=2)[CH2:9][C@H:17]([OH:23])[C@@H:16]1[OH:15].